Dataset: Catalyst prediction with 721,799 reactions and 888 catalyst types from USPTO. Task: Predict which catalyst facilitates the given reaction. (1) Reactant: O[CH2:2][CH2:3][N:4]([CH3:35])[C:5]([C:7]1[C:12]([O:13][CH2:14][C:15]2[CH:20]=[CH:19][CH:18]=[CH:17][CH:16]=2)=[C:11]([OH:21])[N:10]=[C:9]([CH2:22][C:23]2[CH:28]=[CH:27][CH:26]=[CH:25][C:24]=2[C:29]2[CH:34]=[CH:33][CH:32]=[CH:31][CH:30]=2)[N:8]=1)=[O:6].C1(P(C2C=CC=CC=2)C2C=CC=CC=2)C=CC=CC=1.N(C(OC(C)C)=O)=NC(OC(C)C)=O. Product: [CH2:14]([O:13][C:12]1[C:11](=[O:21])[N:10]=[C:9]([CH2:22][C:23]2[CH:28]=[CH:27][CH:26]=[CH:25][C:24]=2[C:29]2[CH:34]=[CH:33][CH:32]=[CH:31][CH:30]=2)[N:8]2[CH2:2][CH2:3][N:4]([CH3:35])[C:5](=[O:6])[C:7]=12)[C:15]1[CH:20]=[CH:19][CH:18]=[CH:17][CH:16]=1. The catalyst class is: 4. (2) Reactant: [C:1]([C:3]1[N:8]=[C:7]([NH:9]C(=O)OC(C)(C)C)[CH:6]=[CH:5][CH:4]=1)#[N:2].C(O)(C(F)(F)F)=O. Product: [NH2:9][C:7]1[N:8]=[C:3]([C:1]#[N:2])[CH:4]=[CH:5][CH:6]=1. The catalyst class is: 4. (3) The catalyst class is: 41. Reactant: [CH2:1]([CH:3]1[O:5][CH2:4]1)[Cl:2].[F:6][C:7]([F:17])([F:16])[C:8]1[CH:15]=[CH:14][C:11]([CH2:12][NH2:13])=[CH:10][CH:9]=1. Product: [Cl:2][CH2:1][CH:3]([OH:5])[CH2:4][NH:13][CH2:12][C:11]1[CH:10]=[CH:9][C:8]([C:7]([F:6])([F:16])[F:17])=[CH:15][CH:14]=1. (4) Reactant: [CH3:1][O:2][C:3]1[C:8]([O:9][CH3:10])=[CH:7][N:6]=[C:5]([N:11]2[C:20](=[O:21])[C:19]3[C:14](=[CH:15][C:16]([C:23](O)=[O:24])=[C:17]([F:22])[CH:18]=3)[NH:13][C:12]2=[S:26])[N:4]=1.CCN(C(C)C)C(C)C.CN(C(ON1N=NC2C=CC=NC1=2)=[N+](C)C)C.F[P-](F)(F)(F)(F)F.[Cl:60][C:61]1[CH:62]=[C:63]([CH:66]=[CH:67][CH:68]=1)[CH2:64][NH2:65]. Product: [Cl:60][C:61]1[CH:62]=[C:63]([CH:66]=[CH:67][CH:68]=1)[CH2:64][NH:65][C:23]([C:16]1[CH:15]=[C:14]2[C:19]([C:20](=[O:21])[N:11]([C:5]3[N:4]=[C:3]([O:2][CH3:1])[C:8]([O:9][CH3:10])=[CH:7][N:6]=3)[C:12](=[S:26])[NH:13]2)=[CH:18][C:17]=1[F:22])=[O:24]. The catalyst class is: 3. (5) Reactant: [CH3:1][O:2][C:3](=[O:14])[C:4]1[CH:9]=[CH:8][C:7]([N+:10]([O-:12])=[O:11])=[C:6]([OH:13])[CH:5]=1.C(=O)([O-])[O-].[Cs+].[Cs+].[F:21][CH:22]([F:24])I. Product: [F:21][CH:22]([F:24])[O:13][C:6]1[CH:5]=[C:4]([CH:9]=[CH:8][C:7]=1[N+:10]([O-:12])=[O:11])[C:3]([O:2][CH3:1])=[O:14]. The catalyst class is: 3.